This data is from Reaction yield outcomes from USPTO patents with 853,638 reactions. The task is: Predict the reaction yield, written as a fraction of the theoretical maximum amount of product (1.0 means a 100% yield; for example, 0.34 means a 34% yield). (1) The reactants are [C:1]([O:5][C:6]([N:8]1[CH2:13][CH2:12][O:11][CH:10]([CH2:14][OH:15])[CH2:9]1)=[O:7])([CH3:4])([CH3:3])[CH3:2].[H-].[Na+].[C:18]1([N:24]2[CH2:29][CH2:28][N:27]([C:30](OC3C=CC([N+]([O-])=O)=CC=3)=[O:31])[CH2:26][CH2:25]2)[CH:23]=[CH:22][CH:21]=[CH:20][CH:19]=1. The catalyst is C1COCC1. The product is [C:1]([O:5][C:6]([N:8]1[CH2:13][CH2:12][O:11][CH:10]([CH2:14][O:15][C:30]([N:27]2[CH2:28][CH2:29][N:24]([C:18]3[CH:19]=[CH:20][CH:21]=[CH:22][CH:23]=3)[CH2:25][CH2:26]2)=[O:31])[CH2:9]1)=[O:7])([CH3:4])([CH3:3])[CH3:2]. The yield is 0.870. (2) The reactants are [O:1]1[C:5]2[CH:6]=[CH:7][C:8]([CH2:10][C:11](=[N:13][NH:14][C:15](=[S:17])[NH2:16])[CH3:12])=[CH:9][C:4]=2[O:3][CH2:2]1.Br[CH2:19][C:20]([C:22]1[CH:27]=[CH:26][C:25]([F:28])=[CH:24][CH:23]=1)=O. The catalyst is C1COCC1. The product is [O:1]1[C:5]2[CH:6]=[CH:7][C:8]([CH2:10][C:11](=[N:13][NH:14][C:15]3[S:17][CH:19]=[C:20]([C:22]4[CH:27]=[CH:26][C:25]([F:28])=[CH:24][CH:23]=4)[N:16]=3)[CH3:12])=[CH:9][C:4]=2[O:3][CH2:2]1. The yield is 0.750. (3) The reactants are Br[C:2]1[CH:23]=[CH:22][C:5]([C:6]([NH:8][S:9]([C:12]2[CH:17]=[CH:16][CH:15]=[CH:14][C:13]=2[S:18](=[O:21])(=[O:20])[NH2:19])(=[O:11])=[O:10])=[O:7])=[C:4]([F:24])[C:3]=1[O:25][CH3:26].[C:27]([CH:29]1[CH2:33][CH2:32][CH2:31][CH2:30]1)#[CH:28]. No catalyst specified. The product is [CH:29]1([C:27]#[C:28][C:2]2[CH:23]=[CH:22][C:5]([C:6]([NH:8][S:9]([C:12]3[CH:17]=[CH:16][CH:15]=[CH:14][C:13]=3[S:18](=[O:21])(=[O:20])[NH2:19])(=[O:11])=[O:10])=[O:7])=[C:4]([F:24])[C:3]=2[O:25][CH3:26])[CH2:33][CH2:32][CH2:31][CH2:30]1. The yield is 0.0900. (4) The reactants are [O:1]=[C:2]1[CH2:6][CH2:5][CH2:4][CH:3]1[CH:7]([C:12]([O:14]C)=O)[C:8](OC)=[O:9].CC[O-].[Na+].C(O)(=O)C.[CH:24](=[NH:26])[NH2:25]. The catalyst is CCO. The product is [OH:14][C:12]1[C:7]([CH:3]2[CH2:4][CH2:5][CH2:6][C:2]2=[O:1])=[C:8]([OH:9])[N:26]=[CH:24][N:25]=1. The yield is 0.500. (5) The reactants are [S:1]1[C:5]([CH2:6][CH2:7][OH:8])=[CH:4][N:3]=[CH:2]1.[CH3:9][S:10](Cl)(=[O:12])=[O:11].CCN(CC)CC.O. The catalyst is C(Cl)Cl. The product is [S:1]1[C:5]([CH2:6][CH2:7][O:8][S:10]([CH3:9])(=[O:12])=[O:11])=[CH:4][N:3]=[CH:2]1. The yield is 1.00.